This data is from Reaction yield outcomes from USPTO patents with 853,638 reactions. The task is: Predict the reaction yield, written as a fraction of the theoretical maximum amount of product (1.0 means a 100% yield; for example, 0.34 means a 34% yield). (1) The reactants are [O:1]1[C:5]2([CH2:10][CH2:9][CH:8]([NH:11][C:12]3[CH:17]=[CH:16][CH:15]=[CH:14][C:13]=3[OH:18])[CH2:7][CH2:6]2)[O:4][CH2:3][CH2:2]1.[Br:19]N1C(=O)CCC1=O. The catalyst is CN(C=O)C. The product is [Br:19][C:15]1[CH:16]=[CH:17][C:12]([NH:11][CH:8]2[CH2:9][CH2:10][C:5]3([O:4][CH2:3][CH2:2][O:1]3)[CH2:6][CH2:7]2)=[C:13]([OH:18])[CH:14]=1. The yield is 0.329. (2) The reactants are [Cl:1][C:2]1[N:10]=[CH:9][C:8]([Cl:11])=[CH:7][C:3]=1[C:4]([OH:6])=[O:5].S(Cl)(Cl)=O.[CH3:16]O. The catalyst is CCOCC. The product is [Cl:1][C:2]1[N:10]=[CH:9][C:8]([Cl:11])=[CH:7][C:3]=1[C:4]([O:6][CH3:16])=[O:5]. The yield is 0.970. (3) The reactants are [Br:1][C:2]1[CH:3]=[C:4]([CH:6]=[C:7]([F:9])[CH:8]=1)[NH2:5].[N:10]1[C:15]([CH3:16])=CC=C[C:11]=1[CH3:17].Cl[CH2:19][CH2:20][S:21](Cl)(=[O:23])=[O:22].[OH2:25]. The catalyst is C(Cl)Cl. The product is [Br:1][C:2]1[CH:3]=[C:4]([NH:5][S:21]([CH2:20][CH2:19][N:10]2[CH2:11][CH2:17][O:25][CH2:16][CH2:15]2)(=[O:23])=[O:22])[CH:6]=[C:7]([F:9])[CH:8]=1. The yield is 0.370. (4) The reactants are [CH2:1]([O:4][C:5]1[CH:10]=[CH:9][CH:8]=[CH:7][C:6]=1[NH:11][C:12]([NH:14]C(=O)C1C=CC=CC=1)=[S:13])[CH2:2][CH3:3].C[O-].[Na+]. The catalyst is CO. The product is [CH2:1]([O:4][C:5]1[CH:10]=[CH:9][CH:8]=[CH:7][C:6]=1[NH:11][C:12]([NH2:14])=[S:13])[CH2:2][CH3:3]. The yield is 0.710. (5) The reactants are [OH:1][CH2:2][CH:3]1[CH2:8][CH2:7][CH:6]([OH:9])[CH2:5][CH2:4]1.C1N=CN([C:15]([N:17]2[CH:21]=N[CH:19]=[CH:18]2)=[O:16])C=1.N1CCCC1.[CH3:27]I.[CH2:29]([NH2:37])[CH2:30][C:31]1[CH:36]=[CH:35][CH:34]=[CH:33][CH:32]=1.[O:38]1CCC[CH2:39]1. The catalyst is O.C(#N)C. The product is [CH2:29]([NH:37][C:39]([O:9][CH:6]1[CH2:7][CH2:8][CH:3]([CH2:2][O:1][C:15]([N:17]2[CH2:18][CH2:19][CH2:27][CH2:21]2)=[O:16])[CH2:4][CH2:5]1)=[O:38])[CH2:30][C:31]1[CH:36]=[CH:35][CH:34]=[CH:33][CH:32]=1. The yield is 0.550. (6) The reactants are [Cl:1][C:2]1[C:10]2[N:9]=[C:8]3[N:11]([C:15]4[CH:20]=[CH:19][C:18]([O:21][CH3:22])=[CH:17][C:16]=4[CH3:23])[CH2:12][CH2:13][CH2:14][N:7]3[C:6]=2[C:5]([CH:24]([CH:26]2[CH2:28][CH2:27]2)[OH:25])=[CH:4][CH:3]=1.C(P(CCCC)CCCC)CCC.N(C(N1CCCCC1)=O)=NC(N1CCCCC1)=O.[F:60][C:61]([F:65])([F:64])[CH2:62]O. The catalyst is O1CCCC1. The product is [Cl:1][C:2]1[C:10]2[N:9]=[C:8]3[N:11]([C:15]4[CH:20]=[CH:19][C:18]([O:21][CH3:22])=[CH:17][C:16]=4[CH3:23])[CH2:12][CH2:13][CH2:14][N:7]3[C:6]=2[C:5]([CH:24]([CH:26]2[CH2:28][CH2:27]2)[O:25][CH2:62][C:61]([F:65])([F:64])[F:60])=[CH:4][CH:3]=1. The yield is 0.360. (7) The reactants are [CH3:1][CH:2]1[N:6]([C:7]([O:9][C:10]([CH3:13])([CH3:12])[CH3:11])=[O:8])[CH:5]([C:14]([O-:16])=[O:15])[CH2:4][CH2:3]1.[CH3:17][C@@H:18]1[N:22]([C:23]([O:25][C:26]([CH3:29])([CH3:28])[CH3:27])=[O:24])[C@H:21]([C:30]([O:32][CH2:33][C:34]([C:36]2[CH:37]=[CH:38][C:39]3[C:48]4[CH:47]=[C:46]5[CH2:49][CH2:50][CH:51](Br)[C:52](=[O:53])[C:45]5=[CH:44][C:43]=4[O:42][CH2:41][C:40]=3[CH:55]=2)=[O:35])=[O:31])[CH2:20][CH2:19]1.C(OC(N1[C@@H](C)CC[C@H]1C(O)=O)=O)(C)(C)C.C([O-])([O-])=O.[Cs+].[Cs+]. The catalyst is CC(C)=O.C(Cl)Cl. The product is [CH3:17][C@@H:18]1[N:22]([C:23]([O:25][C:26]([CH3:29])([CH3:28])[CH3:27])=[O:24])[C@H:21]([C:30]([O:32][CH2:33][C:34]([C:36]2[CH:37]=[CH:38][C:39]3[C:48]4[CH:47]=[C:46]5[CH2:49][CH2:50][CH:51]([O:16][C:14]([C@@H:5]6[CH2:4][CH2:3][C@H:2]([CH3:1])[N:6]6[C:7]([O:9][C:10]([CH3:11])([CH3:13])[CH3:12])=[O:8])=[O:15])[C:52](=[O:53])[C:45]5=[CH:44][C:43]=4[O:42][CH2:41][C:40]=3[CH:55]=2)=[O:35])=[O:31])[CH2:20][CH2:19]1. The yield is 0.530. (8) The reactants are C(OC([NH:11][C@@H:12]([C:19](=[O:29])[NH:20][CH2:21][C:22]([O:24][C:25]([CH3:28])([CH3:27])[CH3:26])=[O:23])[C:13]1[CH:18]=[CH:17][CH:16]=[CH:15][CH:14]=1)=O)C1C=CC=CC=1. The catalyst is CCO.C1(C)C=CC=CC=1.[Pd]. The product is [C:25]([O:24][C:22]([CH2:21][NH:20][C:19]([C@H:12]([NH2:11])[C:13]1[CH:18]=[CH:17][CH:16]=[CH:15][CH:14]=1)=[O:29])=[O:23])([CH3:28])([CH3:26])[CH3:27]. The yield is 0.990. (9) The reactants are [Br:1][CH2:2][C:3](=O)[C@@H:4]([NH:15]C(=O)OC(C)(C)C)[CH2:5][C:6]1[CH:11]=[CH:10][C:9]([N+:12]([O-:14])=[O:13])=[CH:8][CH:7]=1.[C:24]([NH2:32])(=[S:31])[C:25]1[CH:30]=[CH:29][CH:28]=[CH:27][CH:26]=1.C(OCC)C. The catalyst is CC#N. The product is [BrH:1].[N+:12]([C:9]1[CH:8]=[CH:7][C:6]([CH2:5][C@@H:4]([C:3]2[N:32]=[C:24]([C:25]3[CH:30]=[CH:29][CH:28]=[CH:27][CH:26]=3)[S:31][CH:2]=2)[NH2:15])=[CH:11][CH:10]=1)([O-:14])=[O:13]. The yield is 0.670. (10) The reactants are [CH3:1][N:2]1[C:8](=[O:9])[CH2:7][C:6]2[CH:10]=[CH:11][CH2:12][CH2:13][C:5]=2[CH2:4][CH2:3]1.[N:14](OCCC(C)C)=[O:15].[Li+].C[Si]([N-][Si](C)(C)C)(C)C.Cl. The catalyst is C1COCC1. The product is [OH:15][N:14]=[C:7]1[C:6]2[CH:10]=[CH:11][CH2:12][CH2:13][C:5]=2[CH2:4][CH2:3][N:2]([CH3:1])[C:8]1=[O:9]. The yield is 0.856.